This data is from Reaction yield outcomes from USPTO patents with 853,638 reactions. The task is: Predict the reaction yield, written as a fraction of the theoretical maximum amount of product (1.0 means a 100% yield; for example, 0.34 means a 34% yield). (1) The reactants are [CH3:1][C:2]1[N:6]([CH:7]2[CH2:12][CH2:11][O:10][CH2:9][CH2:8]2)[C:5]2[CH:13]=[CH:14][C:15]([C:17]([OH:19])=O)=[CH:16][C:4]=2[N:3]=1.[NH2:20][C:21]1[CH:26]=[CH:25][CH:24]=[CH:23][C:22]=1O.N. No catalyst specified. The yield is 0.00200. The product is [O:19]1[C:22]2[CH:23]=[CH:24][CH:25]=[CH:26][C:21]=2[N:20]=[C:17]1[C:15]1[CH:14]=[CH:13][C:5]2[N:6]([CH:7]3[CH2:8][CH2:9][O:10][CH2:11][CH2:12]3)[C:2]([CH3:1])=[N:3][C:4]=2[CH:16]=1. (2) The reactants are [Cl:1][C:2]1[CH:7]=[CH:6][C:5]([S:8][C:9]2[CH:14]=[CH:13][CH:12]=[CH:11][C:10]=2[NH:15][CH:16]2[CH2:21][CH2:20][N:19]([C:22](=[O:24])[CH3:23])[CH2:18][CH2:17]2)=[CH:4][CH:3]=1.ClC1C=CC=C(C(OO)=[O:33])C=1. No catalyst specified. The product is [Cl:1][C:2]1[CH:7]=[CH:6][C:5]([S:8]([C:9]2[CH:14]=[CH:13][CH:12]=[CH:11][C:10]=2[NH:15][CH:16]2[CH2:17][CH2:18][N:19]([C:22](=[O:24])[CH3:23])[CH2:20][CH2:21]2)=[O:33])=[CH:4][CH:3]=1. The yield is 0.810. (3) The reactants are [CH2:1]([O:8][C:9]([NH:11][C@@H:12]([CH:16]([CH3:18])[CH3:17])[C:13]([OH:15])=O)=[O:10])[C:2]1[CH:7]=[CH:6][CH:5]=[CH:4][CH:3]=1.CCN=C=NCCCN(C)C.Cl.C1C=CC2N(O)N=NC=2C=1.[C:41]([N:48]1[CH2:53][CH2:52][NH:51][CH2:50][CH2:49]1)([O:43][C:44]([CH3:47])([CH3:46])[CH3:45])=[O:42].CCN(CC)CC. The catalyst is C(Cl)Cl. The product is [CH2:1]([O:8][C:9]([NH:11][C@@H:12]([CH:16]([CH3:18])[CH3:17])[C:13]([N:51]1[CH2:50][CH2:49][N:48]([C:41]([O:43][C:44]([CH3:47])([CH3:46])[CH3:45])=[O:42])[CH2:53][CH2:52]1)=[O:15])=[O:10])[C:2]1[CH:3]=[CH:4][CH:5]=[CH:6][CH:7]=1. The yield is 0.480. (4) The reactants are [Cl:1][C:2]1[N:7]=[CH:6][C:5](N)=[CH:4][C:3]=1[CH3:9].[ClH:10].N([O-])=O.[Na+].[S:15](=[O:17])=[O:16]. No catalyst specified. The product is [Cl:1][C:2]1[N:7]=[CH:6][C:5]([S:15]([Cl:10])(=[O:17])=[O:16])=[CH:4][C:3]=1[CH3:9]. The yield is 0.620. (5) The reactants are Br[CH2:2][C:3]([C:5]1[C:10]([CH3:11])=[CH:9][C:8]([S:12][C:13]2[CH:18]=[N:17][CH:16]=[CH:15][N:14]=2)=[CH:7][C:6]=1[CH3:19])=O.[NH2:20][C:21]([NH2:23])=[S:22]. The catalyst is CCO. The product is [CH3:19][C:6]1[CH:7]=[C:8]([S:12][C:13]2[CH:18]=[N:17][CH:16]=[CH:15][N:14]=2)[CH:9]=[C:10]([CH3:11])[C:5]=1[C:3]1[N:20]=[C:21]([NH2:23])[S:22][CH:2]=1. The yield is 0.420. (6) The reactants are Cl[C:2]([O:4][CH3:5])=[O:3].[Cl:6][C:7]1[CH:12]=[C:11]([F:13])[CH:10]=[CH:9][C:8]=1[OH:14].[OH-].[Na+]. The catalyst is O. The product is [C:2](=[O:3])([O:4][CH3:5])[O:14][C:8]1[CH:9]=[CH:10][C:11]([F:13])=[CH:12][C:7]=1[Cl:6]. The yield is 0.790. (7) The reactants are FC(F)(F)C(O)=O.[Cl:8][C:9]1[CH:14]=[C:13]2[NH:15][C:16](=[O:38])[C:17]3([CH:21]([C:22]4[CH:27]=[CH:26][CH:25]=[C:24]([Cl:28])[C:23]=4[F:29])[CH:20]([C:30]([OH:32])=O)[NH:19][CH:18]3[CH2:33][C:34]([CH3:37])([CH3:36])[CH3:35])[C:12]2=[CH:11][CH:10]=1.C(N(C(C)C)CC)(C)C.C1(P(Cl)(C2C=CC=CC=2)=O)C=CC=CC=1.Cl.[NH2:64][C:65]1[CH:70]=[CH:69][C:68]([NH:71][S:72]([CH3:75])(=[O:74])=[O:73])=[CH:67][C:66]=1[O:76][CH3:77]. No catalyst specified. The product is [CH3:75][S:72]([NH:71][C:68]1[CH:69]=[CH:70][C:65]([NH:64][C:30]([CH:20]2[NH:19][CH:18]([CH2:33][C:34]([CH3:35])([CH3:37])[CH3:36])[C:17]3([C:12]4[C:13](=[CH:14][C:9]([Cl:8])=[CH:10][CH:11]=4)[NH:15][C:16]3=[O:38])[CH:21]2[C:22]2[CH:27]=[CH:26][CH:25]=[C:24]([Cl:28])[C:23]=2[F:29])=[O:32])=[C:66]([O:76][CH3:77])[CH:67]=1)(=[O:74])=[O:73]. The yield is 0.470.